From a dataset of Catalyst prediction with 721,799 reactions and 888 catalyst types from USPTO. Predict which catalyst facilitates the given reaction. (1) Reactant: [Cl:1][C:2]1[S:6][C:5]([C:7]([NH:9][CH2:10][C:11]2[N:12]=[CH:13][N:14]([C:16]3[CH:21]=[CH:20][C:19](I)=[CH:18][CH:17]=3)[CH:15]=2)=[O:8])=[CH:4][CH:3]=1.[NH2:30][CH2:29][C:28](O[C:28](=[O:31])[CH2:29][NH2:30])=[O:31].[NH2:32][C@@H:33]1[CH2:38]CCC[C@H]1N.C([O-])([O-])=[O:41].[K+].[K+]. Product: [Cl:1][C:2]1[S:6][C:5]([C:7]([NH:9][CH2:10][C:11]2[N:12]=[CH:13][N:14]([C:16]3[CH:21]=[CH:20][C:19]([N:30]4[CH2:29][C:28](=[O:31])[NH:32][CH2:33][C:38]4=[O:41])=[CH:18][CH:17]=3)[CH:15]=2)=[O:8])=[CH:4][CH:3]=1. The catalyst class is: 156. (2) Reactant: [CH3:1][O:2][C:3]([N:5]1[CH2:10][CH2:9][CH:8]([CH2:11][N:12]2[CH2:17][CH2:16][CH:15]([CH2:18][NH:19]C(OC(C)(C)C)=O)[CH2:14][CH2:13]2)[CH2:7][CH2:6]1)=[O:4].FC(F)(F)C(O)=O. Product: [CH3:1][O:2][C:3]([N:5]1[CH2:10][CH2:9][CH:8]([CH2:11][N:12]2[CH2:13][CH2:14][CH:15]([CH2:18][NH2:19])[CH2:16][CH2:17]2)[CH2:7][CH2:6]1)=[O:4]. The catalyst class is: 4. (3) Reactant: CCN=C=N[CH2:6][CH2:7][CH2:8][N:9]([CH3:11])[CH3:10].C1C=CC2N([OH:21])N=NC=2C=1.C[CH2:23][N:24]([CH2:27]C)[CH2:25]C.[CH:29]1C=CC(N2CCNCC2)=[CH:33][CH:34]=1. Product: [C:8]1([N:9]2[CH2:10][CH2:25][N:24]([CH:23]=[O:21])[CH2:27][CH2:11]2)[CH:7]=[CH:6][CH:33]=[CH:34][CH:29]=1. The catalyst class is: 2. (4) Reactant: [NH2:1][CH2:2][CH2:3][CH:4]1[O:10][CH2:9][CH2:8][N:7]([C:11]([O:13][C:14]([CH3:17])([CH3:16])[CH3:15])=[O:12])[CH2:6][CH:5]1[C:18]1[CH:23]=[CH:22][C:21]([Cl:24])=[C:20]([Cl:25])[CH:19]=1.C(N(CC)CC)C.[CH3:33][O:34][CH2:35][C:36](Cl)=[O:37].O. Product: [Cl:25][C:20]1[CH:19]=[C:18]([CH:5]2[CH:4]([CH2:3][CH2:2][NH:1][C:36](=[O:37])[CH2:35][O:34][CH3:33])[O:10][CH2:9][CH2:8][N:7]([C:11]([O:13][C:14]([CH3:17])([CH3:16])[CH3:15])=[O:12])[CH2:6]2)[CH:23]=[CH:22][C:21]=1[Cl:24]. The catalyst class is: 1. (5) Reactant: I[CH3:2].[CH:3]1([N:6]2[C:10]([C:11]3[CH:16]=[CH:15][N:14]=[CH:13][CH:12]=3)=[N:9][N:8]=[C:7]2[SH:17])[CH2:5][CH2:4]1. Product: [CH:3]1([N:6]2[C:7]([S:17][CH3:2])=[N:8][N:9]=[C:10]2[C:11]2[CH:16]=[CH:15][N:14]=[CH:13][CH:12]=2)[CH2:5][CH2:4]1. The catalyst class is: 494. (6) Reactant: C([O-])([O-])=O.[K+].[K+].[N+](C1C=C([N+]([O-])=O)C=CC=1[O-])([O-])=O.[NH2:20][N+:21]1[CH:26]=[CH:25][C:24]([NH:27][C:28]([O:30][C:31]([CH3:34])([CH3:33])[CH3:32])=[O:29])=[C:23]([F:35])[CH:22]=1.[C:36]([O:40][CH2:41][CH3:42])(=[O:39])[C:37]#[CH:38]. Product: [C:31]([O:30][C:28]([NH:27][C:24]1[CH:25]=[CH:26][N:21]2[N:20]=[CH:38][C:37]([C:36]([O:40][CH2:41][CH3:42])=[O:39])=[C:22]2[C:23]=1[F:35])=[O:29])([CH3:32])([CH3:34])[CH3:33]. The catalyst class is: 1.